Dataset: NCI-60 drug combinations with 297,098 pairs across 59 cell lines. Task: Regression. Given two drug SMILES strings and cell line genomic features, predict the synergy score measuring deviation from expected non-interaction effect. (1) Drug 1: C(=O)(N)NO. Drug 2: COC1=C2C(=CC3=C1OC=C3)C=CC(=O)O2. Cell line: SK-OV-3. Synergy scores: CSS=0.0645, Synergy_ZIP=2.47, Synergy_Bliss=2.36, Synergy_Loewe=1.31, Synergy_HSA=0.290. (2) Drug 1: CCN(CC)CCNC(=O)C1=C(NC(=C1C)C=C2C3=C(C=CC(=C3)F)NC2=O)C. Drug 2: CC1CCC2CC(C(=CC=CC=CC(CC(C(=O)C(C(C(=CC(C(=O)CC(OC(=O)C3CCCCN3C(=O)C(=O)C1(O2)O)C(C)CC4CCC(C(C4)OC)OP(=O)(C)C)C)C)O)OC)C)C)C)OC. Cell line: SW-620. Synergy scores: CSS=69.2, Synergy_ZIP=7.11, Synergy_Bliss=6.74, Synergy_Loewe=11.7, Synergy_HSA=12.5.